From a dataset of Acute oral toxicity (LD50) regression data from Zhu et al.. Regression/Classification. Given a drug SMILES string, predict its toxicity properties. Task type varies by dataset: regression for continuous values (e.g., LD50, hERG inhibition percentage) or binary classification for toxic/non-toxic outcomes (e.g., AMES mutagenicity, cardiotoxicity, hepatotoxicity). Dataset: ld50_zhu. (1) The compound is Cc1ccccc1OCC(COC(O)C(Cl)(Cl)Cl)OC(O)C(Cl)(Cl)Cl. The rat oral LD50 is 2.73, given as -log10 of the dose in mol/kg body weight (higher means more acutely toxic). (2) The compound is CC(C)(C)c1ccc(CCOc2ncnc3ccccc23)cc1. The rat oral LD50 is 3.35, given as -log10 of the dose in mol/kg body weight (higher means more acutely toxic). (3) The molecule is NS(=O)(=O)c1cc2c(cc1Cl)NC(CC1CCCC1)NS2(=O)=O. The rat oral LD50 is 2.58, given as -log10 of the dose in mol/kg body weight (higher means more acutely toxic). (4) The drug is CN(CC=CC#CC(C)(C)C)Cc1cccc2ccccc12. The rat oral LD50 is 1.86, given as -log10 of the dose in mol/kg body weight (higher means more acutely toxic). (5) The molecule is O=c1ccc2ccc3occc3c2o1. The rat oral LD50 is 2.76, given as -log10 of the dose in mol/kg body weight (higher means more acutely toxic). (6) The compound is CC(C)=CCN(CC=C(C)C)CCC(CC=C(C)C)(C(N)=O)c1cccc2ccccc12. The rat oral LD50 is 3.18, given as -log10 of the dose in mol/kg body weight (higher means more acutely toxic).